Dataset: Reaction yield outcomes from USPTO patents with 853,638 reactions. Task: Predict the reaction yield, written as a fraction of the theoretical maximum amount of product (1.0 means a 100% yield; for example, 0.34 means a 34% yield). (1) The reactants are [CH3:1][Si]([N-][Si](C)(C)C)(C)C.[Li+].[CH:11]([C:13]1[CH:14]=[C:15]([CH:20]=[CH:21][C:22]=1[OH:23])[C:16]([O:18][CH3:19])=[O:17])=O.Cl. The catalyst is C1COCC1. The product is [OH:23][C:22]1[CH:21]=[CH:20][C:15]([C:16]([O:18][CH3:19])=[O:17])=[CH:14][C:13]=1[CH:11]=[CH2:1]. The yield is 0.660. (2) The reactants are [Cl:1][CH2:2][C@H:3]([OH:19])[CH2:4][NH:5][C:6]1[CH:11]=[CH:10][C:9]([N:12]2[CH2:17][CH2:16][O:15][CH2:14][C:13]2=[O:18])=[CH:8][CH:7]=1.C1(C)C=CC=CC=1.CN1CCC[C:29]1=[O:33].C1N=CN(C(N2C=NC=C2)=O)C=1. The catalyst is C(O)C. The product is [Cl:1][CH2:2][C@@H:3]1[O:19][C:29](=[O:33])[N:5]([C:6]2[CH:7]=[CH:8][C:9]([N:12]3[CH2:17][CH2:16][O:15][CH2:14][C:13]3=[O:18])=[CH:10][CH:11]=2)[CH2:4]1. The yield is 0.800. (3) The reactants are [Cl:1][C:2]1[N:7]=[CH:6][C:5]([CH2:8][N:9]2[CH:14]=[CH:13][CH:12]=[CH:11][C:10]2=[N:15][C:16](=S)[C:17]([F:20])([F:19])[F:18])=[CH:4][CH:3]=1.Cl.[NH2:23][OH:24].C(N(CC)CC)C.Cl. The catalyst is C(OCC)(=O)C.C(O)C. The product is [Cl:1][C:2]1[N:7]=[CH:6][C:5]([CH2:8][N:9]2[CH:14]=[CH:13][CH:12]=[CH:11][C:10]2=[N:15][C:16](=[N:23][OH:24])[C:17]([F:20])([F:19])[F:18])=[CH:4][CH:3]=1. The yield is 0.630. (4) The reactants are [CH2:1]([N:3](CC)[CH2:4]C)C.[CH2:8]([O:15][C:16](=[O:30])[CH2:17][C@H:18]([C:27](O)=[O:28])[NH:19][C:20]([O:22][C:23]([CH3:26])([CH3:25])[CH3:24])=[O:21])[C:9]1[CH:14]=[CH:13][CH:12]=[CH:11][CH:10]=1.ClC(OCC)=O.Cl.CNC. The catalyst is ClCCl. The product is [CH2:8]([O:15][C:16](=[O:30])[CH2:17][C@@H:18]([NH:19][C:20]([O:22][C:23]([CH3:26])([CH3:25])[CH3:24])=[O:21])[C:27]([N:3]([CH3:4])[CH3:1])=[O:28])[C:9]1[CH:14]=[CH:13][CH:12]=[CH:11][CH:10]=1. The yield is 0.700. (5) The reactants are F[C:2](F)(F)[C:3]([OH:5])=O.[NH2:8][CH2:9][C:10]1[N:15]=[C:14]([C:16]2[S:17][C:18]3[CH:26]=[CH:25][CH:24]=[CH:23][C:19]=3[C:20](=[O:22])[N:21]=2)[CH:13]=[CH:12][CH:11]=1.C(Cl)(=O)C.C(OCC)(=O)C.O1CCCC1. The catalyst is CN(C)C(=O)C.O. The product is [O:22]=[C:20]1[C:19]2[CH:23]=[CH:24][CH:25]=[CH:26][C:18]=2[S:17][C:16]([C:14]2[N:15]=[C:10]([CH2:9][NH:8][C:3](=[O:5])[CH3:2])[CH:11]=[CH:12][CH:13]=2)=[N:21]1. The yield is 0.280. (6) The reactants are C(O[CH:5]([C:27]1[CH:32]=[CH:31][C:30]([C:33]([CH3:36])([CH3:35])[CH3:34])=[CH:29][CH:28]=1)[C:6]1[CH:11]=[CH:10][C:9]([O:12][C:13]2[C:22]3[C:17](=[CH:18][C:19]([O:25][CH3:26])=[C:20]([O:23][CH3:24])[CH:21]=3)[N:16]=[CH:15][CH:14]=2)=[CH:8][CH:7]=1)(=O)C.C(N(CC)CC)C.[H][H]. The catalyst is CN(C)C=O.[OH-].[Pd+2].[OH-]. The product is [C:33]([C:30]1[CH:31]=[CH:32][C:27]([CH2:5][C:6]2[CH:11]=[CH:10][C:9]([O:12][C:13]3[C:22]4[C:17](=[CH:18][C:19]([O:25][CH3:26])=[C:20]([O:23][CH3:24])[CH:21]=4)[N:16]=[CH:15][CH:14]=3)=[CH:8][CH:7]=2)=[CH:28][CH:29]=1)([CH3:36])([CH3:34])[CH3:35]. The yield is 0.790. (7) The reactants are [C:1]1([NH:7][C:8]([NH:10][C:11]2[CH:16]=[CH:15][C:14]([C:17]3[C:21]([C:22]4[CH:27]=[CH:26][N:25]=[C:24]5[NH:28][CH:29]=[CH:30][C:23]=45)=[CH:20][N:19]([CH2:31][C:32]([OH:34])=O)[N:18]=3)=[CH:13][CH:12]=2)=[O:9])[CH:6]=[CH:5][CH:4]=[CH:3][CH:2]=1.C([N:37](CC)CC)C.C(OC(Cl)=O)C.[OH-].[NH4+]. The catalyst is O1CCCC1. The product is [C:1]1([NH:7][C:8]([NH:10][C:11]2[CH:16]=[CH:15][C:14]([C:17]3[C:21]([C:22]4[CH:27]=[CH:26][N:25]=[C:24]5[NH:28][CH:29]=[CH:30][C:23]=45)=[CH:20][N:19]([CH2:31][C:32]([NH2:37])=[O:34])[N:18]=3)=[CH:13][CH:12]=2)=[O:9])[CH:6]=[CH:5][CH:4]=[CH:3][CH:2]=1. The yield is 0.130. (8) The reactants are [ClH:1].[CH2:2]=O.Cl.[CH3:5][NH:6][CH3:7].[C:8]([C:11]1[S:12][CH:13]=[CH:14][CH:15]=1)(=[O:10])[CH3:9]. The catalyst is CC(O)C. The product is [ClH:1].[CH3:5][N:6]([CH3:2])[CH2:7][CH2:9][C:8]([C:11]1[S:12][CH:13]=[CH:14][CH:15]=1)=[O:10]. The yield is 0.690. (9) The reactants are [N:1]1[CH:6]=[CH:5][CH:4]=[C:3]2[CH2:7][CH2:8][CH2:9][CH2:10][C:11](=[O:12])[C:2]=12.O.C1(C)C=CC(S(O)(=O)=O)=CC=1.N1CCCC1.[C:30]([O:34][CH2:35][CH3:36])(=[O:33])[CH:31]=[CH2:32]. The catalyst is C1C=CC=CC=1.O. The product is [O:12]=[C:11]1[C:2]2=[N:1][CH:6]=[CH:5][CH:4]=[C:3]2[CH2:7][CH2:8][CH2:9][CH:10]1[CH2:32][CH2:31][C:30]([O:34][CH2:35][CH3:36])=[O:33]. The yield is 0.600.